From a dataset of KCNQ2 potassium channel screen with 302,405 compounds. Binary Classification. Given a drug SMILES string, predict its activity (active/inactive) in a high-throughput screening assay against a specified biological target. (1) The molecule is O(c1cc(CCN\C(=C2/C=C(C(=CC2=O)C)C)C)ccc1OC)C. The result is 0 (inactive). (2) The drug is OC(=O)c1n(c2c(cccc2)C(O)=O)ccc1. The result is 0 (inactive). (3) The drug is S(=O)(=O)(N(CC(=O)Nc1c(n(n(c1=O)c1ccccc1)C)C)c1cc(OC)c(OC)cc1)c1ccc(cc1)C. The result is 0 (inactive). (4) The molecule is O1C(OCc2ccc(cc2)CO)CC(C=C1C(=O)N1CCN(CC1)C)c1cc2OCOc2cc1. The result is 0 (inactive). (5) The molecule is FC(F)Oc1c(OC)cc(C(OCc2c3c(oc(=O)c2)c(c(cc3)C)C)=O)cc1. The result is 0 (inactive). (6) The molecule is O1C(CCC1)Cn1c(c(cc1C)C(=O)COC(=O)c1nn2c(ccnc2n1)C)C. The result is 0 (inactive). (7) The molecule is S(CC(=O)NC(CCC)C)c1o\c([nH]n1)=C1/c2c(N=C1)cccc2. The result is 0 (inactive). (8) The molecule is Brc1cc2c(c(oc2cc1)C(=O)N1CCC(CC1)C(=O)N)C. The result is 0 (inactive).